Dataset: NCI-60 drug combinations with 297,098 pairs across 59 cell lines. Task: Regression. Given two drug SMILES strings and cell line genomic features, predict the synergy score measuring deviation from expected non-interaction effect. Drug 1: CS(=O)(=O)C1=CC(=C(C=C1)C(=O)NC2=CC(=C(C=C2)Cl)C3=CC=CC=N3)Cl. Drug 2: CCC1(CC2CC(C3=C(CCN(C2)C1)C4=CC=CC=C4N3)(C5=C(C=C6C(=C5)C78CCN9C7C(C=CC9)(C(C(C8N6C=O)(C(=O)OC)O)OC(=O)C)CC)OC)C(=O)OC)O.OS(=O)(=O)O. Cell line: SF-295. Synergy scores: CSS=33.5, Synergy_ZIP=5.43, Synergy_Bliss=6.54, Synergy_Loewe=-33.9, Synergy_HSA=7.30.